Predict the reaction yield, written as a fraction of the theoretical maximum amount of product (1.0 means a 100% yield; for example, 0.34 means a 34% yield). From a dataset of Reaction yield outcomes from USPTO patents with 853,638 reactions. (1) The reactants are [C:1]1([C:7]2[NH:11][CH:10]=[C:9]([C:12]([O:14][CH2:15][CH3:16])=[O:13])[CH:8]=2)[CH:6]=[CH:5][CH:4]=[CH:3][CH:2]=1.[H-].[Na+].C1OCCOCCOCCOCCOC1.Cl[C:35]1[N:40]=[N:39][C:38]([S:41](F)(=[O:43])=[O:42])=[CH:37][CH:36]=1.NN.C(=O)([O-])O.[Na+]. The catalyst is O1CCCC1. The product is [N:40]1[CH:35]=[CH:36][CH:37]=[C:38]([S:41]([N:11]2[C:7]([C:1]3[CH:2]=[CH:3][CH:4]=[CH:5][CH:6]=3)=[CH:8][C:9]([C:12]([O:14][CH2:15][CH3:16])=[O:13])=[CH:10]2)(=[O:43])=[O:42])[N:39]=1. The yield is 0.240. (2) The reactants are [CH3:1][O:2][C:3]1[CH:4]=[C:5]2[C:10](=[CH:11][C:12]=1[O:13][CH3:14])[N:9]=[CH:8][N:7]=[C:6]2[O:15][C:16]1[CH:22]=[CH:21][C:19]([NH2:20])=[CH:18][CH:17]=1.C(N(CC)CC)C.[C:30](Cl)(Cl)=[S:31].[NH2:34][CH2:35][CH2:36][CH2:37][N:38]1[CH2:42][CH2:41][CH2:40][C:39]1=[O:43]. The catalyst is CN(C)C=O.C(OCC)(=O)C. The product is [CH3:1][O:2][C:3]1[CH:4]=[C:5]2[C:10](=[CH:11][C:12]=1[O:13][CH3:14])[N:9]=[CH:8][N:7]=[C:6]2[O:15][C:16]1[CH:22]=[CH:21][C:19]([NH:20][C:30]([NH:34][CH2:35][CH2:36][CH2:37][N:38]2[CH2:42][CH2:41][CH2:40][C:39]2=[O:43])=[S:31])=[CH:18][CH:17]=1. The yield is 0.170. (3) The reactants are CCN(C(C)C)C(C)C.[F:10][C:11]([F:28])([F:27])[O:12][C:13]1[CH:14]=[CH:15][CH:16]=[C:17]2[C:22]=1[O:21][C:20](=[O:23])[C:19]([C:24]([OH:26])=O)=[CH:18]2.CN(C(ON1N=NC2C=CC=NC1=2)=[N+](C)C)C.F[P-](F)(F)(F)(F)F.[CH3:53][O:54][C:55]1[CH:60]=[CH:59][C:58]([C:61]2[CH:66]=[CH:65][CH:64]=[C:63]([NH2:67])[CH:62]=2)=[CH:57][CH:56]=1. The catalyst is CN(C=O)C. The product is [CH3:53][O:54][C:55]1[CH:56]=[CH:57][C:58]([C:61]2[CH:66]=[CH:65][CH:64]=[C:63]([NH:67][C:24]([C:19]3[C:20](=[O:23])[O:21][C:22]4[C:17]([CH:18]=3)=[CH:16][CH:15]=[CH:14][C:13]=4[O:12][C:11]([F:10])([F:28])[F:27])=[O:26])[CH:62]=2)=[CH:59][CH:60]=1. The yield is 0.550.